This data is from Forward reaction prediction with 1.9M reactions from USPTO patents (1976-2016). The task is: Predict the product of the given reaction. (1) The product is: [S:1]1[CH:5]=[CH:4][C:3]([C:12]2[CH:20]=[C:19]3[C:15]([C:16]([NH:29][C:30](=[O:34])[CH2:31][CH2:32][CH3:33])=[N:17][N:18]3[CH2:21][O:22][CH2:23][CH2:24][Si:25]([CH3:28])([CH3:26])[CH3:27])=[CH:14][CH:13]=2)=[CH:2]1. Given the reactants [S:1]1[CH:5]=[CH:4][C:3](B(O)O)=[CH:2]1.[F-].[Cs+].Cl[C:12]1[CH:20]=[C:19]2[C:15]([C:16]([NH:29][C:30](=[O:34])[CH2:31][CH2:32][CH3:33])=[N:17][N:18]2[CH2:21][O:22][CH2:23][CH2:24][Si:25]([CH3:28])([CH3:27])[CH3:26])=[CH:14][CH:13]=1, predict the reaction product. (2) Given the reactants [C:1]1([C:7](=[O:12])[C:8](=[N:10][OH:11])[CH3:9])[CH:6]=[CH:5][CH:4]=[CH:3][CH:2]=1.[C:13]1([CH3:21])[CH:18]=[CH:17][C:16]([CH:19]=O)=[CH:15][CH:14]=1.Cl, predict the reaction product. The product is: [CH3:9][C:8]1[N+:10]([O-:11])=[C:21]([C:13]2[CH:18]=[CH:17][C:16]([CH3:19])=[CH:15][CH:14]=2)[O:12][C:7]=1[C:1]1[CH:6]=[CH:5][CH:4]=[CH:3][CH:2]=1. (3) Given the reactants Br[C:2]1[CH:7]=[CH:6][C:5]([C:8]([N:10]2[CH2:15][CH2:14][N:13]([C:16]3[C:21]([CH3:22])=[CH:20][C:19]([CH2:23][CH3:24])=[CH:18][N:17]=3)[CH2:12][CH2:11]2)=[O:9])=[C:4]([CH3:25])[CH:3]=1.[S:26]1(=[O:33])(=[O:32])[CH2:31][CH2:30][CH2:29][CH2:28][NH:27]1, predict the reaction product. The product is: [O:32]=[S:26]1(=[O:33])[CH2:31][CH2:30][CH2:29][CH2:28][N:27]1[C:2]1[CH:7]=[CH:6][C:5]([C:8]([N:10]2[CH2:15][CH2:14][N:13]([C:16]3[C:21]([CH3:22])=[CH:20][C:19]([CH2:23][CH3:24])=[CH:18][N:17]=3)[CH2:12][CH2:11]2)=[O:9])=[C:4]([CH3:25])[CH:3]=1. (4) Given the reactants C(O)(C(F)(F)F)=O.[CH3:8][C:9]1[CH:10]=[C:11]([NH:16][CH2:17][CH2:18][C:19]2[CH:20]=[N:21][C:22]([C:25]([F:28])([F:27])[F:26])=[CH:23][CH:24]=2)[CH:12]=[CH:13][C:14]=1[CH3:15].[C:29]1([CH2:35][C:36](O)=[O:37])[CH:34]=[CH:33][CH:32]=[CH:31][CH:30]=1, predict the reaction product. The product is: [CH3:8][C:9]1[CH:10]=[C:11]([N:16]([CH2:17][CH2:18][C:19]2[CH:20]=[N:21][C:22]([C:25]([F:28])([F:27])[F:26])=[CH:23][CH:24]=2)[C:36](=[O:37])[CH2:35][C:29]2[CH:34]=[CH:33][CH:32]=[CH:31][CH:30]=2)[CH:12]=[CH:13][C:14]=1[CH3:15]. (5) Given the reactants [CH3:1][O:2][C:3]1[C:8]2[N:9]([CH2:16][O:17][CH3:18])[C:10]([C:12]([F:15])([F:14])[F:13])=[N:11][C:7]=2[C:6]([C:19](=O)[C:20]([CH3:26])([CH3:25])[C:21]([O:23]C)=O)=[CH:5][CH:4]=1.O.[NH2:29][NH2:30], predict the reaction product. The product is: [CH3:1][O:2][C:3]1[C:8]2[N:9]([CH2:16][O:17][CH3:18])[C:10]([C:12]([F:15])([F:13])[F:14])=[N:11][C:7]=2[C:6]([C:19]2[C:20]([CH3:25])([CH3:26])[C:21](=[O:23])[NH:30][N:29]=2)=[CH:5][CH:4]=1. (6) Given the reactants C1C=C[NH+]=CC=1.[O-][Cr](Cl)(=O)=O.[CH3:12][O:13][C:14]1[CH:31]=[CH:30][C:29]2[C@H:28]3[C@:19]([CH3:40])([C@H:20]4[C@@:24]([CH2:26][CH:27]3[OH:32])([CH3:25])[C@@H:23]([O:33][CH:34]3[CH2:39][CH2:38][CH2:37][CH2:36][O:35]3)[CH2:22][CH2:21]4)[CH2:18][CH2:17][C:16]=2[CH:15]=1, predict the reaction product. The product is: [CH3:12][O:13][C:14]1[CH:31]=[CH:30][C:29]2[C@H:28]3[C@:19]([CH3:40])([C@H:20]4[C@@:24]([CH2:26][C:27]3=[O:32])([CH3:25])[C@@H:23]([O:33][CH:34]3[CH2:39][CH2:38][CH2:37][CH2:36][O:35]3)[CH2:22][CH2:21]4)[CH2:18][CH2:17][C:16]=2[CH:15]=1. (7) The product is: [Br:17][CH2:16][CH:15]([C:12]1[CH:11]=[CH:10][C:9]([CH2:7][CH3:8])=[CH:14][N:13]=1)[OH:25]. Given the reactants O1CCOCC1.[CH2:7]([C:9]1[CH:10]=[CH:11][C:12]([CH:15]=[CH2:16])=[N:13][CH:14]=1)[CH3:8].[Br:17]N1C(=O)CCC1=O.[OH2:25], predict the reaction product. (8) Given the reactants C(O[BH-](OC(=O)C)OC(=O)C)(=O)C.[Na+].[N:15]1[CH:20]=[CH:19][C:18]([C:21]2[CH:31]=[CH:30][C:24]3[CH2:25][CH2:26][NH:27][CH2:28][CH2:29][C:23]=3[CH:22]=2)=[CH:17][CH:16]=1.[C:32]1(=O)[CH2:35][CH2:34][CH2:33]1, predict the reaction product. The product is: [CH:32]1([N:27]2[CH2:26][CH2:25][C:24]3[CH:30]=[CH:31][C:21]([C:18]4[CH:19]=[CH:20][N:15]=[CH:16][CH:17]=4)=[CH:22][C:23]=3[CH2:29][CH2:28]2)[CH2:35][CH2:34][CH2:33]1. (9) Given the reactants [Cl:1][C:2]1[CH:3]=[CH:4][C:5]([O:25][CH3:26])=[C:6]([C:8]2[C:12]([NH:13][C:14]([C:16]3[CH:17]=[N:18][N:19]4[CH:24]=[CH:23][CH:22]=[N:21][C:20]=34)=[O:15])=[CH:11][NH:10][N:9]=2)[CH:7]=1.Br[C:28]([CH3:35])([CH3:34])[C:29]([O:31][CH2:32][CH3:33])=[O:30].C(=O)([O-])[O-].[Cs+].[Cs+], predict the reaction product. The product is: [Cl:1][C:2]1[CH:3]=[CH:4][C:5]([O:25][CH3:26])=[C:6]([C:8]2[C:12]([NH:13][C:14]([C:16]3[CH:17]=[N:18][N:19]4[CH:24]=[CH:23][CH:22]=[N:21][C:20]=34)=[O:15])=[CH:11][N:10]([C:28]([CH3:35])([CH3:34])[C:29]([O:31][CH2:32][CH3:33])=[O:30])[N:9]=2)[CH:7]=1.